This data is from CYP3A4 inhibition data for predicting drug metabolism from PubChem BioAssay. The task is: Regression/Classification. Given a drug SMILES string, predict its absorption, distribution, metabolism, or excretion properties. Task type varies by dataset: regression for continuous measurements (e.g., permeability, clearance, half-life) or binary classification for categorical outcomes (e.g., BBB penetration, CYP inhibition). Dataset: cyp3a4_veith. (1) The molecule is COc1ccc(C(C(=O)NC2CCCCC2)N(C(=O)c2sc(C)nc2C)c2ccc(C(C)=O)cc2)cc1. The result is 1 (inhibitor). (2) The result is 1 (inhibitor). The drug is C=CC[C@@H]1C=C[C@@H](O/N=C\[C@@H](NS(=O)(=O)c2ccc(C)cc2)[C@H](C)/C=C\CC(=O)OC)[C@@H](CO)O1.